Dataset: TCR-epitope binding with 47,182 pairs between 192 epitopes and 23,139 TCRs. Task: Binary Classification. Given a T-cell receptor sequence (or CDR3 region) and an epitope sequence, predict whether binding occurs between them. (1) Result: 0 (the TCR does not bind to the epitope). The TCR CDR3 sequence is CASSPTVSQLNEQYF. The epitope is NQKLIANQF. (2) The epitope is FVDGVPFVV. The TCR CDR3 sequence is CASSQIRGEQYF. Result: 1 (the TCR binds to the epitope). (3) The epitope is KRWIILGLNK. The TCR CDR3 sequence is CASSSRTSGGQDEQFF. Result: 0 (the TCR does not bind to the epitope). (4) The epitope is SEVGPEHSLAEY. The TCR CDR3 sequence is CASSFLPSGGPDYNEQFF. Result: 0 (the TCR does not bind to the epitope). (5) The epitope is YIFFASFYY. The TCR CDR3 sequence is CASSLIGRDEQFF. Result: 0 (the TCR does not bind to the epitope). (6) The epitope is ISDYDYYRY. The TCR CDR3 sequence is CASSYGTSFSEQYF. Result: 1 (the TCR binds to the epitope). (7) The epitope is RAKFKQLL. The TCR CDR3 sequence is CSYSAGEDQPQHF. Result: 1 (the TCR binds to the epitope). (8) The epitope is VTEHDTLLY. The TCR CDR3 sequence is CASSQSRSSYNEQFF. Result: 1 (the TCR binds to the epitope).